Dataset: Rat liver microsome stability data. Task: Regression/Classification. Given a drug SMILES string, predict its absorption, distribution, metabolism, or excretion properties. Task type varies by dataset: regression for continuous measurements (e.g., permeability, clearance, half-life) or binary classification for categorical outcomes (e.g., BBB penetration, CYP inhibition). Dataset: rlm. The drug is O=C(N[C@@H](Cn1ccnc1)c1ccc(Cl)cc1Cl)c1ccc(-c2nnc(-c3ccccc3)o2)cc1. The result is 0 (unstable in rat liver microsomes).